The task is: Predict the reaction yield, written as a fraction of the theoretical maximum amount of product (1.0 means a 100% yield; for example, 0.34 means a 34% yield).. This data is from Reaction yield outcomes from USPTO patents with 853,638 reactions. (1) The reactants are [CH3:1][C:2]1[CH:3]=[CH:4][N:5]2[C:10]=1[C:9](=[O:11])[N:8]([C:12]1[CH:17]=[CH:16][CH:15]=[CH:14][CH:13]=1)[C:7]([C@@H:18]([NH:20][C:21]1[C:22]3[C:29]([C:30]4[CH:35]=[CH:34][N:33]=[C:32]([NH:36][S:37]([CH2:40][CH:41]5[CH2:46][CH2:45][O:44][CH2:43][CH2:42]5)(=[O:39])=[O:38])[CH:31]=4)=[CH:28][N:27](COCC[Si](C)(C)C)[C:23]=3[N:24]=[CH:25][N:26]=1)[CH3:19])=[N:6]2.FC(F)(F)C(O)=O.N. No catalyst specified. The product is [CH3:1][C:2]1[CH:3]=[CH:4][N:5]2[C:10]=1[C:9](=[O:11])[N:8]([C:12]1[CH:13]=[CH:14][CH:15]=[CH:16][CH:17]=1)[C:7]([C@@H:18]([NH:20][C:21]1[C:22]3[C:29]([C:30]4[CH:35]=[CH:34][N:33]=[C:32]([NH:36][S:37]([CH2:40][CH:41]5[CH2:42][CH2:43][O:44][CH2:45][CH2:46]5)(=[O:38])=[O:39])[CH:31]=4)=[CH:28][NH:27][C:23]=3[N:24]=[CH:25][N:26]=1)[CH3:19])=[N:6]2. The yield is 0.110. (2) The catalyst is C1COCC1.O.CN(C=O)C. The yield is 0.840. The reactants are [Br:1][C:2]1[CH:3]=[CH:4][C:5]2[N:6]([C:8]([C:11]([O:13]CC)=O)=[N:9][N:10]=2)[CH:7]=1.O.[OH-].[Li+].Cl.Cl.[F:21][C:22]([F:36])([F:35])[C:23]1[CH:28]=[CH:27][CH:26]=[CH:25][C:24]=1[CH:29]1[CH2:34][CH2:33][NH:32][CH2:31][CH2:30]1.F[P-](F)(F)(F)(F)F.N1(O[P+](N(C)C)(N(C)C)N(C)C)C2C=CC=CC=2N=N1.C(N(CC)C(C)C)(C)C. The product is [Br:1][C:2]1[CH:3]=[CH:4][C:5]2[N:6]([C:8]([C:11]([N:32]3[CH2:33][CH2:34][CH:29]([C:24]4[CH:25]=[CH:26][CH:27]=[CH:28][C:23]=4[C:22]([F:21])([F:35])[F:36])[CH2:30][CH2:31]3)=[O:13])=[N:9][N:10]=2)[CH:7]=1. (3) The reactants are [CH:1]([NH:4][CH2:5][C:6]1[CH:11]=[C:10]([O:12][C:13]([F:16])([F:15])[F:14])[CH:9]=[CH:8][C:7]=1[O:17][CH3:18])([CH3:3])[CH3:2].[F:19][C:20]([F:47])([F:46])[C:21]1[CH:22]=[C:23]([CH:39]=[C:40]([C:42]([F:45])([F:44])[F:43])[CH:41]=1)[CH2:24][N:25]1[C:29]([C:30]2[CH:35]=[CH:34][N:33]=[CH:32][CH:31]=2)=[C:28]([C:36](O)=[O:37])[N:27]=[N:26]1.CCN=C=NCCCN(C)C.C1C=NC2N(O)N=NC=2C=1.CCN(C(C)C)C(C)C. The catalyst is CN(C=O)C. The product is [CH:1]([N:4]([CH2:5][C:6]1[CH:11]=[C:10]([O:12][C:13]([F:15])([F:16])[F:14])[CH:9]=[CH:8][C:7]=1[O:17][CH3:18])[C:36]([C:28]1[N:27]=[N:26][N:25]([CH2:24][C:23]2[CH:22]=[C:21]([C:20]([F:46])([F:47])[F:19])[CH:41]=[C:40]([C:42]([F:44])([F:43])[F:45])[CH:39]=2)[C:29]=1[C:30]1[CH:31]=[CH:32][N:33]=[CH:34][CH:35]=1)=[O:37])([CH3:3])[CH3:2]. The yield is 0.940. (4) The reactants are [CH2:1]([O:8][C:9]1[CH:17]=[CH:16][C:12]([C:13](=[S:15])[NH2:14])=[CH:11][CH:10]=1)[CH2:2][CH2:3][CH2:4][CH2:5][CH2:6][CH3:7].Br[CH2:19][C:20]([C:22]1[CH:27]=[CH:26][C:25]([Br:28])=[CH:24][CH:23]=1)=O. The catalyst is C(O)(C)C. The product is [Br:28][C:25]1[CH:26]=[CH:27][C:22]([C:20]2[N:14]=[C:13]([C:12]3[CH:16]=[CH:17][C:9]([O:8][CH2:1][CH2:2][CH2:3][CH2:4][CH2:5][CH2:6][CH3:7])=[CH:10][CH:11]=3)[S:15][CH:19]=2)=[CH:23][CH:24]=1. The yield is 0.410.